This data is from Reaction yield outcomes from USPTO patents with 853,638 reactions. The task is: Predict the reaction yield, written as a fraction of the theoretical maximum amount of product (1.0 means a 100% yield; for example, 0.34 means a 34% yield). (1) The reactants are [S:1]1[C:5]2[CH:6]=[C:7]([N:10]3[CH:14]([CH3:15])[CH2:13][NH:12][C:11]3=[O:16])[CH:8]=[CH:9][C:4]=2[N:3]=[CH:2]1.I[C:18]1[CH:19]=[N:20][CH:21]=[CH:22][C:23]=1[CH3:24].N[C@@H]1CCCC[C@H]1N.P([O-])([O-])([O-])=O.[K+].[K+].[K+]. The catalyst is [Cu](I)I.O1CCOCC1. The product is [S:1]1[C:5]2[CH:6]=[C:7]([N:10]3[CH:14]([CH3:15])[CH2:13][N:12]([C:18]4[CH:19]=[N:20][CH:21]=[CH:22][C:23]=4[CH3:24])[C:11]3=[O:16])[CH:8]=[CH:9][C:4]=2[N:3]=[CH:2]1. The yield is 0.241. (2) The reactants are [N+:1]([C:4]1[CH:5]=[C:6]([N:19]2[CH2:24][CH2:23][NH:22][CH2:21][CH2:20]2)[CH:7]=[CH:8][C:9]=1[S:10]([C:13]1[CH:18]=[CH:17][CH:16]=[CH:15][CH:14]=1)(=[O:12])=[O:11])([O-:3])=[O:2].[OH-].[Na+].[C:27](O[C:27]([O:29][C:30]([CH3:33])([CH3:32])[CH3:31])=[O:28])([O:29][C:30]([CH3:33])([CH3:32])[CH3:31])=[O:28].Cl. The catalyst is C1COCC1.O.CCOC(C)=O. The product is [N+:1]([C:4]1[CH:5]=[C:6]([N:19]2[CH2:24][CH2:23][N:22]([C:27]([O:29][C:30]([CH3:33])([CH3:32])[CH3:31])=[O:28])[CH2:21][CH2:20]2)[CH:7]=[CH:8][C:9]=1[S:10]([C:13]1[CH:14]=[CH:15][CH:16]=[CH:17][CH:18]=1)(=[O:12])=[O:11])([O-:3])=[O:2]. The yield is 0.870. (3) The reactants are [Cl:1][C:2]1[CH:3]=[CH:4][C:5]([N:10]2[CH2:15][CH2:14][NH:13][CH2:12][CH2:11]2)=[C:6]([CH:9]=1)[C:7]#[N:8].N1C(C)=CC=CC=1C.[I-].[K+].Br[CH2:27][CH2:28][CH:29]=[C:30]1[C:36]2[CH:37]=[CH:38][CH:39]=[N:40][C:35]=2[CH2:34][O:33][C:32]2[CH:41]=[CH:42][C:43]([C:45]([OH:48])([CH3:47])[CH3:46])=[CH:44][C:31]1=2. The catalyst is C(O)(C)C. The product is [Cl:1][C:2]1[CH:3]=[CH:4][C:5]([N:10]2[CH2:11][CH2:12][N:13]([CH2:27][CH2:28][CH:29]=[C:30]3[C:36]4[CH:37]=[CH:38][CH:39]=[N:40][C:35]=4[CH2:34][O:33][C:32]4[CH:41]=[CH:42][C:43]([C:45]([OH:48])([CH3:47])[CH3:46])=[CH:44][C:31]3=4)[CH2:14][CH2:15]2)=[C:6]([CH:9]=1)[C:7]#[N:8]. The yield is 0.540.